Task: Predict the product of the given reaction.. Dataset: Forward reaction prediction with 1.9M reactions from USPTO patents (1976-2016) (1) Given the reactants CC1C2C(=O)CCCC=2N=CN=1.[N:13]1[CH:18]=[CH:17][C:16](B(O)O)=[CH:15][CH:14]=1.[NH2:22][C:23]1[N:32]=[C:31]([CH3:33])[C:30]2[C:29](=[O:34])[CH2:28][CH:27]([C:35]3[CH:40]=[CH:39][CH:38]=[CH:37][C:36]=3C3C=CC=CC=3)[CH2:26][C:25]=2[N:24]=1, predict the reaction product. The product is: [NH2:22][C:23]1[N:32]=[C:31]([CH3:33])[C:30]2[C:29](=[O:34])[CH2:28][CH:27]([C:35]3[CH:40]=[CH:39][CH:38]=[CH:37][C:36]=3[C:16]3[CH:17]=[CH:18][N:13]=[CH:14][CH:15]=3)[CH2:26][C:25]=2[N:24]=1. (2) Given the reactants [NH2:1][C:2]1[CH:7]=[N:6][C:5]([C:8]2[CH:13]=[CH:12][C:11]([C:14]3[C:15]([C:20](O)=[O:21])=[CH:16][CH:17]=[CH:18][CH:19]=3)=[CH:10][C:9]=2[F:23])=[CH:4][N:3]=1.[NH:24]1[CH2:29][CH2:28][CH:27]([OH:30])[CH2:26][CH2:25]1, predict the reaction product. The product is: [NH2:1][C:2]1[N:3]=[CH:4][C:5]([C:8]2[CH:13]=[CH:12][C:11]([C:14]3[CH:19]=[CH:18][CH:17]=[CH:16][C:15]=3[C:20]([N:24]3[CH2:29][CH2:28][CH:27]([OH:30])[CH2:26][CH2:25]3)=[O:21])=[CH:10][C:9]=2[F:23])=[N:6][CH:7]=1. (3) Given the reactants [C:1]1([CH:7]([NH:11][C:12]2[CH:17]=[CH:16][CH:15]=[CH:14][CH:13]=2)[C:8]([OH:10])=[O:9])[CH:6]=[CH:5][CH:4]=[CH:3][CH:2]=1.C1CCC(N=[C:25]=[N:26][CH:27]2[CH2:32][CH2:31][CH2:30][CH2:29][CH2:28]2)CC1.C1C=CC2N(O)N=NC=2C=1.CN1CCCC(O)CC1, predict the reaction product. The product is: [CH3:25][N:26]1[CH2:27][CH2:32][CH2:31][CH:30]([O:9][C:8](=[O:10])[CH:7]([C:1]2[CH:2]=[CH:3][CH:4]=[CH:5][CH:6]=2)[NH:11][C:12]2[CH:17]=[CH:16][CH:15]=[CH:14][CH:13]=2)[CH2:29][CH2:28]1.